The task is: Predict the reaction yield, written as a fraction of the theoretical maximum amount of product (1.0 means a 100% yield; for example, 0.34 means a 34% yield).. This data is from Reaction yield outcomes from USPTO patents with 853,638 reactions. The reactants are [CH2:1]([NH:5][C:6](=[O:17])[C@@H:7]([OH:16])[C@@H:8]([N:13]=[N+]=[N-])[CH2:9][CH2:10][CH2:11][CH3:12])[CH2:2][CH2:3][CH3:4]. The catalyst is [C].[Pd].CO. The product is [CH2:1]([NH:5][C:6](=[O:17])[C@@H:7]([OH:16])[C@@H:8]([NH2:13])[CH2:9][CH2:10][CH2:11][CH3:12])[CH2:2][CH2:3][CH3:4]. The yield is 0.940.